This data is from Catalyst prediction with 721,799 reactions and 888 catalyst types from USPTO. The task is: Predict which catalyst facilitates the given reaction. (1) Reactant: C[O:2][CH:3](OC)[CH2:4][C:5]1[N:10]=[C:9]2[CH2:11][O:12][C:13](=[C:14]3[C:22]4[C:17](=[CH:18][CH:19]=[C:20]([F:23])[CH:21]=4)[NH:16][C:15]3=[O:24])[C:8]2=[CH:7][CH:6]=1.S(=O)(=O)(O)O. Product: [F:23][C:20]1[CH:21]=[C:22]2[C:17](=[CH:18][CH:19]=1)[NH:16][C:15](=[O:24])[C:14]2=[C:13]1[C:8]2[C:9](=[N:10][C:5]([CH2:4][CH:3]=[O:2])=[CH:6][CH:7]=2)[CH2:11][O:12]1. The catalyst class is: 1. (2) Reactant: [F:1][C:2]1[C:28]([O:29][CH3:30])=[CH:27][C:26]([O:31][CH3:32])=[C:25]([F:33])[C:3]=1[CH2:4][O:5][C:6]1[CH:7]=[N:8][C:9]([NH:12][C:13]2[CH:18]=[CH:17][C:16]([CH:19]3[CH2:24][CH2:23][NH:22][CH2:21][CH2:20]3)=[CH:15][CH:14]=2)=[N:10][CH:11]=1.[C:34](O)(=[O:37])[CH2:35][OH:36].N1(O)C2C=CC=CC=2N=N1.Cl.C(N(CC)CCCN=C=NCC)C.C(=O)([O-])O.[Na+]. The catalyst class is: 9. Product: [F:1][C:2]1[C:28]([O:29][CH3:30])=[CH:27][C:26]([O:31][CH3:32])=[C:25]([F:33])[C:3]=1[CH2:4][O:5][C:6]1[CH:7]=[N:8][C:9]([NH:12][C:13]2[CH:18]=[CH:17][C:16]([CH:19]3[CH2:24][CH2:23][N:22]([C:35](=[O:36])[CH2:34][OH:37])[CH2:21][CH2:20]3)=[CH:15][CH:14]=2)=[N:10][CH:11]=1. (3) Reactant: [C:1]1(B(O)O)[CH:6]=[CH:5][CH:4]=[CH:3][CH:2]=1.[C:10]1(=[O:15])[CH2:14][CH2:13][CH:12]=[CH:11]1.C([O-])([O-])=O.[Na+].[Na+]. Product: [C:1]1([CH:12]2[CH2:13][CH2:14][C:10](=[O:15])[CH2:11]2)[CH:6]=[CH:5][CH:4]=[CH:3][CH:2]=1. The catalyst class is: 6. (4) Product: [Cl:34][C:29]1[CH:30]=[CH:31][CH:32]=[CH:33][C:28]=1[N:27]1[C:6](/[CH:7]=[CH:8]/[C:3]2[O:10][C:9]([C:7]3[CH:6]=[CH:5][N:4]=[C:3]([O:2][CH3:1])[CH:8]=3)=[N:11][N:4]=2)=[N:24][N:25]=[C:26]1[C:35]1[CH:40]=[CH:39][C:38]([O:41][CH2:42][CH3:43])=[CH:37][N:36]=1. Reactant: [CH3:1][O:2][C:3]1[CH:8]=[C:7]([C:9]([NH:11]C(=O)/C=C\C(O)=O)=[O:10])[CH:6]=[CH:5][N:4]=1.O=P(Cl)(Cl)Cl.[NH2:24][NH:25][C:26]([C:35]1[CH:40]=[CH:39][C:38]([O:41][CH2:42][CH3:43])=[CH:37][N:36]=1)=[N:27][C:28]1[CH:33]=[CH:32][CH:31]=[CH:30][C:29]=1[Cl:34]. The catalyst class is: 11. (5) Reactant: [NH2:1][C:2]1[C:7]([Cl:8])=[C:6]([CH3:9])[N:5]=[C:4]([CH3:10])[N:3]=1.[CH2:11]([O:18][C:19]1[CH:20]=[C:21]([CH:24]=[CH:25][CH:26]=1)[CH2:22]Cl)[C:12]1[CH:17]=[CH:16][CH:15]=[CH:14][CH:13]=1.[H-].[Na+]. Product: [CH2:11]([O:18][C:19]1[CH:20]=[C:21]([CH:24]=[CH:25][CH:26]=1)[CH2:22][NH:1][C:2]1[C:7]([Cl:8])=[C:6]([CH3:9])[N:5]=[C:4]([CH3:10])[N:3]=1)[C:12]1[CH:13]=[CH:14][CH:15]=[CH:16][CH:17]=1. The catalyst class is: 60.